This data is from NCI-60 drug combinations with 297,098 pairs across 59 cell lines. The task is: Regression. Given two drug SMILES strings and cell line genomic features, predict the synergy score measuring deviation from expected non-interaction effect. (1) Drug 1: CCC1=C2CN3C(=CC4=C(C3=O)COC(=O)C4(CC)O)C2=NC5=C1C=C(C=C5)O. Drug 2: COCCOC1=C(C=C2C(=C1)C(=NC=N2)NC3=CC=CC(=C3)C#C)OCCOC.Cl. Cell line: KM12. Synergy scores: CSS=36.6, Synergy_ZIP=-6.45, Synergy_Bliss=-1.40, Synergy_Loewe=-41.3, Synergy_HSA=-0.190. (2) Drug 1: C1CN1C2=NC(=NC(=N2)N3CC3)N4CC4. Drug 2: CCC1(C2=C(COC1=O)C(=O)N3CC4=CC5=C(C=CC(=C5CN(C)C)O)N=C4C3=C2)O.Cl. Cell line: CCRF-CEM. Synergy scores: CSS=95.0, Synergy_ZIP=4.22, Synergy_Bliss=3.93, Synergy_Loewe=3.58, Synergy_HSA=5.67. (3) Drug 1: CC1C(C(CC(O1)OC2CC(OC(C2O)C)OC3=CC4=CC5=C(C(=O)C(C(C5)C(C(=O)C(C(C)O)O)OC)OC6CC(C(C(O6)C)O)OC7CC(C(C(O7)C)O)OC8CC(C(C(O8)C)O)(C)O)C(=C4C(=C3C)O)O)O)O. Drug 2: CN(C(=O)NC(C=O)C(C(C(CO)O)O)O)N=O. Cell line: A498. Synergy scores: CSS=39.3, Synergy_ZIP=0.546, Synergy_Bliss=-0.761, Synergy_Loewe=-45.4, Synergy_HSA=-1.77. (4) Drug 1: CN(C)C1=NC(=NC(=N1)N(C)C)N(C)C. Drug 2: C1C(C(OC1N2C=C(C(=O)NC2=O)F)CO)O. Cell line: OVCAR-8. Synergy scores: CSS=39.8, Synergy_ZIP=4.28, Synergy_Bliss=3.64, Synergy_Loewe=-39.5, Synergy_HSA=0.0578. (5) Drug 2: C1C(C(OC1N2C=NC(=NC2=O)N)CO)O. Drug 1: CN(C)C1=NC(=NC(=N1)N(C)C)N(C)C. Cell line: M14. Synergy scores: CSS=-1.17, Synergy_ZIP=2.76, Synergy_Bliss=1.76, Synergy_Loewe=-5.48, Synergy_HSA=-2.42. (6) Drug 1: COC1=C(C=C2C(=C1)N=CN=C2NC3=CC(=C(C=C3)F)Cl)OCCCN4CCOCC4. Drug 2: CC1C(C(CC(O1)OC2CC(CC3=C2C(=C4C(=C3O)C(=O)C5=CC=CC=C5C4=O)O)(C(=O)C)O)N)O. Cell line: UO-31. Synergy scores: CSS=64.0, Synergy_ZIP=7.57, Synergy_Bliss=9.20, Synergy_Loewe=11.8, Synergy_HSA=12.2.